This data is from Peptide-MHC class I binding affinity with 185,985 pairs from IEDB/IMGT. The task is: Regression. Given a peptide amino acid sequence and an MHC pseudo amino acid sequence, predict their binding affinity value. This is MHC class I binding data. The peptide sequence is LIAGIILLI. The MHC is HLA-A02:01 with pseudo-sequence HLA-A02:01. The binding affinity (normalized) is 0.566.